Predict the reactants needed to synthesize the given product. From a dataset of Full USPTO retrosynthesis dataset with 1.9M reactions from patents (1976-2016). (1) Given the product [Cl:14][C:12]1[CH:11]=[CH:10][C:9]([O:15][CH2:16][CH3:17])=[C:8]([C:6]2[N:5]=[C:4]([NH2:18])[N:3]=[C:2]([NH:27][C:26]3[CH:25]=[CH:24][C:23]([S:20]([CH3:19])(=[O:22])=[O:21])=[CH:29][CH:28]=3)[CH:7]=2)[CH:13]=1, predict the reactants needed to synthesize it. The reactants are: Cl[C:2]1[CH:7]=[C:6]([C:8]2[CH:13]=[C:12]([Cl:14])[CH:11]=[CH:10][C:9]=2[O:15][CH2:16][CH3:17])[N:5]=[C:4]([NH2:18])[N:3]=1.[CH3:19][S:20]([C:23]1[CH:29]=[CH:28][C:26]([NH2:27])=[CH:25][CH:24]=1)(=[O:22])=[O:21]. (2) Given the product [OH:8][C:9]1[C:10]([CH3:26])=[C:11]([CH3:25])[C:12]([NH:16][C:17]([CH:19]2[CH2:24][CH2:23][CH2:22][CH2:21][CH2:20]2)=[O:18])=[N:13][C:14]=1[CH3:15], predict the reactants needed to synthesize it. The reactants are: C([O:8][C:9]1[C:10]([CH3:26])=[C:11]([CH3:25])[C:12]([NH:16][C:17]([CH:19]2[CH2:24][CH2:23][CH2:22][CH2:21][CH2:20]2)=[O:18])=[N:13][C:14]=1[CH3:15])C1C=CC=CC=1.